Dataset: Catalyst prediction with 721,799 reactions and 888 catalyst types from USPTO. Task: Predict which catalyst facilitates the given reaction. (1) Reactant: Cl.[C:2]([C:4]1[CH:5]=[C:6]([C:11]2[N:21]=[C:20]([CH3:22])[CH:19]=[CH:18][C:12]=2[C:13]([O:15][CH2:16][CH3:17])=[O:14])[CH:7]=[CH:8][C:9]=1[OH:10])#[N:3].CS(O[CH2:28][CH2:29][C:30]1[CH:35]=[CH:34][C:33]([C:36]([F:39])([F:38])[F:37])=[CH:32][CH:31]=1)(=O)=O.C(=O)([O-])[O-].[K+].[K+]. Product: [C:2]([C:4]1[CH:5]=[C:6]([C:11]2[N:21]=[C:20]([CH3:22])[CH:19]=[CH:18][C:12]=2[C:13]([O:15][CH2:16][CH3:17])=[O:14])[CH:7]=[CH:8][C:9]=1[O:10][CH2:28][CH2:29][C:30]1[CH:31]=[CH:32][C:33]([C:36]([F:37])([F:38])[F:39])=[CH:34][CH:35]=1)#[N:3]. The catalyst class is: 3. (2) Reactant: [Cl:1][C:2]1[CH:9]=[C:8]([NH:10][C:11]2[CH:16]=[CH:15][CH:14]=[CH:13][CH:12]=2)[C:5]([CH:6]=O)=[CH:4][N:3]=1.[NH2:17][C:18]1[CH:19]=[C:20]([CH2:25][C:26](OCC)=[O:27])[CH:21]=[CH:22][C:23]=1[F:24]. Product: [NH2:17][C:18]1[CH:19]=[C:20]([C:25]2[C:26](=[O:27])[N:10]([C:11]3[CH:16]=[CH:15][CH:14]=[CH:13][CH:12]=3)[C:8]3[C:5]([CH:6]=2)=[CH:4][N:3]=[C:2]([Cl:1])[CH:9]=3)[CH:21]=[CH:22][C:23]=1[F:24]. The catalyst class is: 44. (3) Reactant: C[Si]([N-][Si](C)(C)C)(C)C.[Na+].[Cl:11][C:12]1[CH:17]=[CH:16][C:15]([CH2:18][CH2:19][C:20]([N:22]2[C@H:26]([CH3:27])[C@H:25]([C:28]3[CH:33]=[CH:32][CH:31]=[CH:30][CH:29]=3)[O:24][C:23]2=[O:34])=[O:21])=[CH:14][CH:13]=1.[C:35]([O:39][C:40](=[O:43])[CH2:41]Br)([CH3:38])([CH3:37])[CH3:36]. Product: [C:35]([O:39][C:40](=[O:43])[CH2:41][C@H:19]([CH2:18][C:15]1[CH:14]=[CH:13][C:12]([Cl:11])=[CH:17][CH:16]=1)[C:20]([N:22]1[C@H:26]([CH3:27])[C@H:25]([C:28]2[CH:29]=[CH:30][CH:31]=[CH:32][CH:33]=2)[O:24][C:23]1=[O:34])=[O:21])([CH3:38])([CH3:37])[CH3:36]. The catalyst class is: 1.